From a dataset of Reaction yield outcomes from USPTO patents with 853,638 reactions. Predict the reaction yield, written as a fraction of the theoretical maximum amount of product (1.0 means a 100% yield; for example, 0.34 means a 34% yield). (1) The yield is 0.500. The product is [F:1][C:2]1[CH:3]=[C:4]2[C:8](=[CH:9][CH:10]=1)[N:7]([CH3:14])[CH:6]=[C:5]2[CH:11]=[O:12]. The reactants are [F:1][C:2]1[CH:3]=[C:4]2[C:8](=[CH:9][CH:10]=1)[NH:7][CH:6]=[C:5]2[CH:11]=[O:12].N1C2C(=CC=CC=2)C=[C:14]1C(OCC)=O. No catalyst specified. (2) The reactants are [C:1]([OH:6])(=[O:5])[C:2]#[C:3][CH3:4].[CH:7]1[C:19]2[CH:18]([CH2:20]O)[C:17]3[C:12](=[CH:13][CH:14]=[CH:15][CH:16]=3)[C:11]=2[CH:10]=[CH:9][CH:8]=1.C1(C)C=CC(S(O)(=O)=O)=CC=1.CN(C1C=CC=CN=1)C.C1(N=C=NC2CCCCC2)CCCCC1. The catalyst is ClCCl. The product is [C:1]([O:6][CH2:20][CH:18]1[C:19]2[CH:7]=[CH:8][CH:9]=[CH:10][C:11]=2[C:12]2[C:17]1=[CH:16][CH:15]=[CH:14][CH:13]=2)(=[O:5])[C:2]#[C:3][CH3:4]. The yield is 0.540. (3) The reactants are [C:1]([C:5]1[CH:9]=[C:8]([NH2:10])[N:7]([C:11]2[CH:16]=[CH:15][C:14]([Cl:17])=[CH:13][CH:12]=2)[N:6]=1)([CH3:4])([CH3:3])[CH3:2].Cl[C:19]([O:21][C:22]1[CH:27]=[CH:26][CH:25]=[CH:24][CH:23]=1)=[O:20]. No catalyst specified. The product is [C:1]([C:5]1[CH:9]=[C:8]([NH:10][C:19](=[O:20])[O:21][C:22]2[CH:27]=[CH:26][CH:25]=[CH:24][CH:23]=2)[N:7]([C:11]2[CH:12]=[CH:13][C:14]([Cl:17])=[CH:15][CH:16]=2)[N:6]=1)([CH3:4])([CH3:2])[CH3:3]. The yield is 0.590.